Predict the reactants needed to synthesize the given product. From a dataset of Full USPTO retrosynthesis dataset with 1.9M reactions from patents (1976-2016). (1) Given the product [C:1]1([C:7]2([NH2:13])[CH2:9][CH2:8]2)[CH:6]=[CH:5][CH:4]=[CH:3][CH:2]=1, predict the reactants needed to synthesize it. The reactants are: [C:1]1([C:7]2(C(O)=O)[CH2:9][CH2:8]2)[CH:6]=[CH:5][CH:4]=[CH:3][CH:2]=1.[N-:13]=[N+]=[N-].[Na+].S(=O)(=O)(O)O. (2) Given the product [C:8]([C:12]1[CH:19]=[CH:18][CH:17]=[C:14]([CH:15]([O:16][CH3:28])[O:24][CH3:21])[C:7]=1[O:6][CH2:1][O:4][CH3:5])([CH3:9])([CH3:10])[CH3:11], predict the reactants needed to synthesize it. The reactants are: [CH:1]([O:6][CH3:7])([O:4][CH3:5])OC.[C:8]([C:12]1C(O)=[C:14]([CH:17]=[CH:18][CH:19]=1)[CH:15]=[O:16])([CH3:11])([CH3:10])[CH3:9].[C:21](=[O:24])([O-])O.[Na+].[H-].[Na+].[CH3:28]OCCl. (3) Given the product [Cl:13][C:14]1[CH:19]=[C:18]([O:20][CH2:21][CH:22]=[C:23]([Cl:25])[Cl:24])[CH:17]=[C:16]([Cl:26])[C:15]=1[O:27][CH2:28][CH2:29][CH2:30][O:31][C:32]1[CH:37]=[CH:36][C:35]([N:41]2[CH2:42][CH2:43][O:39][C:40]2=[O:44])=[CH:34][CH:33]=1, predict the reactants needed to synthesize it. The reactants are: C(N)CN.P([O-])([O-])([O-])=O.[K+].[K+].[K+].[Cl:13][C:14]1[CH:19]=[C:18]([O:20][CH2:21][CH:22]=[C:23]([Cl:25])[Cl:24])[CH:17]=[C:16]([Cl:26])[C:15]=1[O:27][CH2:28][CH2:29][CH2:30][O:31][C:32]1[CH:37]=[CH:36][C:35](I)=[CH:34][CH:33]=1.[O:39]1[CH2:43][CH2:42][NH:41][C:40]1=[O:44].